Dataset: Forward reaction prediction with 1.9M reactions from USPTO patents (1976-2016). Task: Predict the product of the given reaction. (1) Given the reactants [CH:1]1[CH2:6][CH2:5][CH:4]=[CH:3][CH:2]=1.[Cl:7][SiH:8]([Cl:10])[Cl:9], predict the reaction product. The product is: [Cl:7][Si:8]([Cl:10])([Cl:9])[C:2]([CH2:3][CH2:4][CH2:5][CH2:6][Si:8]([Cl:10])([Cl:9])[Cl:7])=[CH2:1]. (2) Given the reactants [CH3:1][C:2]1([CH3:17])[CH2:7][C:6]([CH3:9])([CH3:8])[CH2:5][CH:4]([C:10]2[CH:15]=[CH:14][CH:13]=[CH:12][C:11]=2[NH2:16])[CH2:3]1.[C:18]([OH:23])(=[O:22])[C:19]([OH:21])=[O:20], predict the reaction product. The product is: [C:18]([OH:23])(=[O:22])[C:19]([OH:21])=[O:20].[CH3:1][C:2]1([CH3:17])[CH2:7][C:6]([CH3:8])([CH3:9])[CH2:5][CH:4]([C:10]2[CH:15]=[CH:14][CH:13]=[CH:12][C:11]=2[NH2:16])[CH2:3]1. (3) Given the reactants [F:1][C:2]1[CH:3]=[CH:4][C:5]2[N:9]=[CH:8][N:7]([CH2:10][C:11]([OH:13])=O)[C:6]=2[C:14]=1[F:15].[NH2:16][CH:17]([C:19]1[CH:24]=[CH:23][C:22]([C:25]2([C:29]#[N:30])[CH2:28][CH2:27][CH2:26]2)=[CH:21][CH:20]=1)[CH3:18].CCN(CC)CC.CN(C(ON1N=NC2C=CC=NC1=2)=[N+](C)C)C.F[P-](F)(F)(F)(F)F, predict the reaction product. The product is: [C:29]([C:25]1([C:22]2[CH:21]=[CH:20][C:19]([CH:17]([NH:16][C:11](=[O:13])[CH2:10][N:7]3[C:6]4[C:14]([F:15])=[C:2]([F:1])[CH:3]=[CH:4][C:5]=4[N:9]=[CH:8]3)[CH3:18])=[CH:24][CH:23]=2)[CH2:28][CH2:27][CH2:26]1)#[N:30]. (4) Given the reactants [F:1][CH2:2][CH2:3][CH2:4][OH:5].[CH3:6][S:7](Cl)(=[O:9])=[O:8].O, predict the reaction product. The product is: [F:1][CH2:2][CH2:3][CH2:4][O:5][S:7]([CH3:6])(=[O:9])=[O:8]. (5) The product is: [Cl:14][C:15]1[CH:20]=[CH:19][C:18]([C@:21]2([O:30][C@H:29]([CH2:31][OH:32])[C@@H:27]([OH:28])[C@H:25]([OH:26])[C@H:23]2[OH:24])[OH:22])=[CH:17][C:16]=1[CH2:33][C:34]1[CH:35]=[CH:36][C:37]([C:6]#[CH:7])=[CH:38][CH:39]=1. Given the reactants C(N([CH2:6][CH3:7])CC)C.C[Si](C#C)(C)C.[Cl:14][C:15]1[CH:20]=[CH:19][C:18]([C@:21]2([O:30][C@H:29]([CH2:31][OH:32])[C@@H:27]([OH:28])[C@H:25]([OH:26])[C@H:23]2[OH:24])[OH:22])=[CH:17][C:16]=1[CH2:33][C:34]1[CH:39]=[CH:38][C:37](OS(S(C(F)(F)F)(=O)=O)(=O)=O)=[CH:36][CH:35]=1.C(=O)([O-])O.[Na+], predict the reaction product. (6) Given the reactants [NH2:1][C:2]1[C:6]([C:7]([NH2:9])=[O:8])=[CH:5][N:4]([CH:10]([CH:14]2[CH2:16][CH2:15]2)[CH2:11][C:12]#[N:13])[N:3]=1.Br[C:18]1[CH:19]=[C:20]([CH:28]=[CH:29][CH:30]=1)[CH2:21][O:22][CH2:23][C:24]([CH3:27])([OH:26])[CH3:25].[O-]P([O-])([O-])=O.[K+].[K+].[K+].C(P(C(C)(C)C)C1C(C)=C(C)C(C)=C(C)C=1C1C(C(C)C)=CC(C(C)C)=CC=1C(C)C)(C)(C)C, predict the reaction product. The product is: [C:12]([CH2:11][CH:10]([N:4]1[CH:5]=[C:6]([C:7]([NH2:9])=[O:8])[C:2]([NH:1][C:29]2[CH:30]=[CH:18][CH:19]=[C:20]([CH2:21][O:22][CH2:23][C:24]([OH:26])([CH3:25])[CH3:27])[CH:28]=2)=[N:3]1)[CH:14]1[CH2:16][CH2:15]1)#[N:13]. (7) The product is: [C:14]([C@@H:17]1[CH2:21][CH2:20][C:19](=[O:22])[N:18]1[C:23]([O:25][C:26]([CH3:29])([CH3:28])[CH3:27])=[O:24])#[N:15]. Given the reactants FC(F)(F)C(OC(=O)C(F)(F)F)=O.[C:14]([C@@H:17]1[CH2:21][CH2:20][C:19](=[O:22])[N:18]1[C:23]([O:25][C:26]([CH3:29])([CH3:28])[CH3:27])=[O:24])(=O)[NH2:15].C(N(CC)CC)C, predict the reaction product. (8) Given the reactants Cl.[NH2:2][C@@H:3]([CH2:33][CH3:34])[C:4]([NH:6][C@@H:7]1[C:13](=[O:14])[N:12]([CH2:15][C:16]2[C:25]3[C:20](=[CH:21][C:22]([Br:26])=[CH:23][CH:24]=3)[CH:19]=[CH:18][C:17]=2[O:27][CH3:28])[C:11]2[CH:29]=[CH:30][CH:31]=[CH:32][C:10]=2[CH2:9][CH2:8]1)=[O:5].[OH-].[Na+], predict the reaction product. The product is: [NH2:2][C@@H:3]([CH2:33][CH3:34])[C:4]([NH:6][C@@H:7]1[C:13](=[O:14])[N:12]([CH2:15][C:16]2[C:25]3[C:20](=[CH:21][C:22]([Br:26])=[CH:23][CH:24]=3)[CH:19]=[CH:18][C:17]=2[O:27][CH3:28])[C:11]2[CH:29]=[CH:30][CH:31]=[CH:32][C:10]=2[CH2:9][CH2:8]1)=[O:5]. (9) Given the reactants [C:1]([O:5][C:6]([N:8]1[C:16]2[C:11](=[CH:12][C:13]([CH:17]=[CH:18][CH2:19]O)=[CH:14][CH:15]=2)[CH:10]=[CH:9]1)=[O:7])([CH3:4])([CH3:3])[CH3:2].[CH3:21][CH2:22][N:23]([CH2:26][CH3:27])[CH2:24][CH3:25].CS(Cl)(=O)=[O:30].[CH:33]1([NH:39][CH3:40])[CH2:38][CH2:37]CCC1.[C:41]([O-])(O)=[O:42].[Na+], predict the reaction product. The product is: [C:1]([O:5][C:6]([N:8]1[C:16]2[C:11](=[CH:12][C:13]([CH:17]=[CH:18][CH2:19][N:23]3[CH2:24][CH2:25][O:30][CH2:21][CH2:22]3)=[CH:14][CH:15]=2)[CH:10]=[CH:9]1)=[O:7])([CH3:4])([CH3:2])[CH3:3].[C:1]([O:5][C:6]([N:8]1[C:16]2[C:11](=[CH:12][CH:13]=[C:14]([CH:37]=[CH:38][CH2:33][N:39]3[CH2:40][CH2:41][O:42][CH2:26][CH2:27]3)[CH:15]=2)[CH:10]=[CH:9]1)=[O:7])([CH3:2])([CH3:3])[CH3:4].